This data is from Full USPTO retrosynthesis dataset with 1.9M reactions from patents (1976-2016). The task is: Predict the reactants needed to synthesize the given product. (1) Given the product [CH3:1][S:2][CH2:3][CH2:4][O:5][C:6]1[CH:11]=[N:10][C:9]([NH2:12])=[N:8][CH:7]=1, predict the reactants needed to synthesize it. The reactants are: [CH3:1][S:2][CH2:3][CH2:4][O:5][C:6]1[CH:7]=[N:8][C:9]([NH:12]C(=O)CCCCC)=[N:10][CH:11]=1.C[O-].[Na+]. (2) Given the product [Br:33][C:34]1[N:39]2[CH:40]=[CH:41][N:42]=[C:38]2[C:37]([NH:55][C:52]2[CH:51]=[CH:50][C:49]([N:44]3[CH:48]=[CH:47][N:46]=[CH:45]3)=[CH:54][CH:53]=2)=[N:36][CH:35]=1, predict the reactants needed to synthesize it. The reactants are: OC1C=CC(CNC(=O)C2C=CC(NC3C4N(C=CN=4)C(C4C=NNC=4)=CN=3)=CC=2)=CC=1.[Br:33][C:34]1[N:39]2[CH:40]=[CH:41][N:42]=[C:38]2[C:37](Br)=[N:36][CH:35]=1.[N:44]1([C:49]2[CH:54]=[CH:53][C:52]([NH2:55])=[CH:51][CH:50]=2)[CH:48]=[CH:47][N:46]=[CH:45]1.CC([O-])(C)C.[Na+].CC1(C)C2C(=C(P(C3C=CC=CC=3)C3C=CC=CC=3)C=CC=2)OC2C(P(C3C=CC=CC=3)C3C=CC=CC=3)=CC=CC1=2. (3) Given the product [F:15][C:14]([F:17])([F:16])[C:13]([F:19])([F:18])[C:12]([F:20])([F:21])[C:11]([F:23])([F:22])[C:11]([F:23])([F:22])[C:12]([F:21])([F:20])[C:13]([F:18])([F:19])[C:14]([F:17])([F:16])[F:15], predict the reactants needed to synthesize it. The reactants are: [C:12]([F:20])([F:21])([C:11]([F:23])([F:22])N([C:11]([F:23])([F:22])[C:12]([F:20])([F:21])[C:13]([F:18])([F:19])[C:14]([F:17])([F:16])[F:15])[C:11]([F:23])([F:22])[C:12]([F:21])([F:20])[C:13]([F:19])([F:18])[C:14]([F:17])([F:16])[F:15])[C:13]([F:18])([F:19])[C:14]([F:17])([F:16])[F:15].